Dataset: NCI-60 drug combinations with 297,098 pairs across 59 cell lines. Task: Regression. Given two drug SMILES strings and cell line genomic features, predict the synergy score measuring deviation from expected non-interaction effect. (1) Drug 1: CC12CCC(CC1=CCC3C2CCC4(C3CC=C4C5=CN=CC=C5)C)O. Drug 2: CCCCCOC(=O)NC1=NC(=O)N(C=C1F)C2C(C(C(O2)C)O)O. Cell line: M14. Synergy scores: CSS=5.85, Synergy_ZIP=0.319, Synergy_Bliss=4.27, Synergy_Loewe=2.61, Synergy_HSA=3.07. (2) Drug 1: CCCS(=O)(=O)NC1=C(C(=C(C=C1)F)C(=O)C2=CNC3=C2C=C(C=N3)C4=CC=C(C=C4)Cl)F. Drug 2: C1=CC=C(C(=C1)C(C2=CC=C(C=C2)Cl)C(Cl)Cl)Cl. Cell line: A498. Synergy scores: CSS=15.5, Synergy_ZIP=0.483, Synergy_Bliss=5.23, Synergy_Loewe=3.13, Synergy_HSA=4.74. (3) Drug 1: CN(C)N=NC1=C(NC=N1)C(=O)N. Drug 2: C1CN(P(=O)(OC1)NCCCl)CCCl. Cell line: NCI-H460. Synergy scores: CSS=8.33, Synergy_ZIP=-4.84, Synergy_Bliss=-4.74, Synergy_Loewe=-13.4, Synergy_HSA=-5.83. (4) Drug 1: CNC(=O)C1=NC=CC(=C1)OC2=CC=C(C=C2)NC(=O)NC3=CC(=C(C=C3)Cl)C(F)(F)F. Drug 2: C1CN(CCN1C(=O)CCBr)C(=O)CCBr. Cell line: NCI-H522. Synergy scores: CSS=27.4, Synergy_ZIP=-5.77, Synergy_Bliss=2.57, Synergy_Loewe=4.50, Synergy_HSA=8.79. (5) Drug 1: CCC1=C2CN3C(=CC4=C(C3=O)COC(=O)C4(CC)O)C2=NC5=C1C=C(C=C5)O. Drug 2: C(CN)CNCCSP(=O)(O)O. Cell line: PC-3. Synergy scores: CSS=30.6, Synergy_ZIP=-5.90, Synergy_Bliss=1.66, Synergy_Loewe=-78.6, Synergy_HSA=3.06. (6) Drug 1: C1CC(=O)NC(=O)C1N2C(=O)C3=CC=CC=C3C2=O. Drug 2: C1CCC(C(C1)N)N.C(=O)(C(=O)[O-])[O-].[Pt+4]. Cell line: IGROV1. Synergy scores: CSS=5.05, Synergy_ZIP=-5.21, Synergy_Bliss=-7.05, Synergy_Loewe=-11.5, Synergy_HSA=-5.41. (7) Drug 1: COC1=CC(=CC(=C1O)OC)C2C3C(COC3=O)C(C4=CC5=C(C=C24)OCO5)OC6C(C(C7C(O6)COC(O7)C8=CC=CS8)O)O. Drug 2: CC1=C(N=C(N=C1N)C(CC(=O)N)NCC(C(=O)N)N)C(=O)NC(C(C2=CN=CN2)OC3C(C(C(C(O3)CO)O)O)OC4C(C(C(C(O4)CO)O)OC(=O)N)O)C(=O)NC(C)C(C(C)C(=O)NC(C(C)O)C(=O)NCCC5=NC(=CS5)C6=NC(=CS6)C(=O)NCCC[S+](C)C)O. Cell line: EKVX. Synergy scores: CSS=9.05, Synergy_ZIP=-4.27, Synergy_Bliss=2.81, Synergy_Loewe=3.31, Synergy_HSA=2.68.